Dataset: Forward reaction prediction with 1.9M reactions from USPTO patents (1976-2016). Task: Predict the product of the given reaction. (1) Given the reactants [S:1]1[CH:5]=[CH:4][CH:3]=[C:2]1B(O)O.Br[C:10]1[CH:15]=[CH:14][C:13]([C:16]2[O:17][C:18]([CH3:28])=[C:19]([CH2:21][CH2:22][N:23]3[CH2:27][CH2:26][CH2:25][CH2:24]3)[N:20]=2)=[CH:12][CH:11]=1, predict the reaction product. The product is: [CH3:28][C:18]1[O:17][C:16]([C:13]2[CH:14]=[CH:15][C:10]([C:2]3[S:1][CH:5]=[CH:4][CH:3]=3)=[CH:11][CH:12]=2)=[N:20][C:19]=1[CH2:21][CH2:22][N:23]1[CH2:27][CH2:26][CH2:25][CH2:24]1. (2) Given the reactants [C:1]([C:11]1[CH:31]=[CH:30][C:14]([CH2:15][NH:16][CH2:17][C:18]2[CH:29]=[CH:28][C:21]([O:22][CH2:23][C:24]([O:26][CH3:27])=[O:25])=[CH:20][CH:19]=2)=[CH:13][CH:12]=1)#[C:2][CH2:3][CH2:4][CH2:5][CH2:6][CH2:7][CH2:8][CH2:9][CH3:10].[C:32]1(/[CH:38]=[CH:39]/[C:40](Cl)=[O:41])[CH:37]=[CH:36][CH:35]=[CH:34][CH:33]=1, predict the reaction product. The product is: [C:1]([C:11]1[CH:31]=[CH:30][C:14]([CH2:15][N:16]([CH2:17][C:18]2[CH:29]=[CH:28][C:21]([O:22][CH2:23][C:24]([O:26][CH3:27])=[O:25])=[CH:20][CH:19]=2)[C:40](=[O:41])/[CH:39]=[CH:38]/[C:32]2[CH:37]=[CH:36][CH:35]=[CH:34][CH:33]=2)=[CH:13][CH:12]=1)#[C:2][CH2:3][CH2:4][CH2:5][CH2:6][CH2:7][CH2:8][CH2:9][CH3:10]. (3) Given the reactants [C:1]([C:3]1[CH:4]=[C:5]([NH:14][C:15](=[O:28])[CH2:16][CH2:17][CH2:18][C:19]2[CH:24]=[CH:23][C:22]([B:25]([OH:27])[OH:26])=[CH:21][CH:20]=2)[CH:6]=[CH:7][C:8]=1S(CC)(=O)=O)#[N:2].Br[C:30]1C=CC(CCCC(NC2C=CC=C(C#N)C=2)=O)=C(C)C=1, predict the reaction product. The product is: [C:1]([C:3]1[CH:4]=[C:5]([NH:14][C:15](=[O:28])[CH2:16][CH2:17][CH2:18][C:19]2[CH:20]=[CH:21][C:22]([B:25]([OH:26])[OH:27])=[CH:23][C:24]=2[CH3:30])[CH:6]=[CH:7][CH:8]=1)#[N:2]. (4) Given the reactants [Cl:1][C:2]1[N:3]=[C:4]([C:7]2([C:10]#[N:11])[CH2:9][CH2:8]2)[S:5][CH:6]=1.[H-].[H-].[H-].[H-].[Li+].[Al+3], predict the reaction product. The product is: [Cl:1][C:2]1[N:3]=[C:4]([C:7]2([CH2:10][NH2:11])[CH2:8][CH2:9]2)[S:5][CH:6]=1. (5) Given the reactants C1(CBr)CCCCC1.[CH2:9]([N:16]1[C:24]2[C:19](=[CH:20][CH:21]=[C:22]([CH2:25][C:26]([OH:28])=[O:27])[CH:23]=2)[CH:18]=[CH:17]1)[C:10]1[CH:15]=[CH:14][CH:13]=[CH:12][CH:11]=1, predict the reaction product. The product is: [CH:10]1([CH2:9][N:16]2[C:24]3[C:19](=[CH:20][CH:21]=[C:22]([CH2:25][C:26]([OH:28])=[O:27])[CH:23]=3)[CH:18]=[CH:17]2)[CH2:11][CH2:12][CH2:13][CH2:14][CH2:15]1.[CH2:9]([N:16]1[C:24]2[C:19](=[CH:20][CH:21]=[C:22]([CH2:25][C:26]([OH:28])=[O:27])[CH:23]=2)[CH:18]=[CH:17]1)[C:10]1[CH:11]=[CH:12][CH:13]=[CH:14][CH:15]=1. (6) Given the reactants [CH2:1]([O:8][C:9]([N:11]([CH3:38])[C@@H:12]([C:27]1[CH:28]=[C:29]([CH:35]=[CH:36][CH:37]=1)[C:30](OCC)=[O:31])[CH2:13][N:14]1[CH2:18][CH2:17][C@H:16]([O:19][Si:20]([C:23]([CH3:26])([CH3:25])[CH3:24])([CH3:22])[CH3:21])[CH2:15]1)=[O:10])[C:2]1[CH:7]=[CH:6][CH:5]=[CH:4][CH:3]=1.[NH2:39][NH2:40], predict the reaction product. The product is: [CH2:1]([O:8][C:9](=[O:10])[N:11]([C@@H:12]([C:27]1[CH:37]=[CH:36][CH:35]=[C:29]([C:30]([NH:39][NH2:40])=[O:31])[CH:28]=1)[CH2:13][N:14]1[CH2:18][CH2:17][C@H:16]([O:19][Si:20]([C:23]([CH3:25])([CH3:24])[CH3:26])([CH3:21])[CH3:22])[CH2:15]1)[CH3:38])[C:2]1[CH:3]=[CH:4][CH:5]=[CH:6][CH:7]=1. (7) The product is: [CH2:1]([S:3][C:36]([S:38][C:14]([CH3:5])([CH3:24])[C:15]([OH:34])=[O:23])=[S:37])[CH3:2]. Given the reactants [CH2:1]([SH:3])[CH3:2].[Cl-].[C:5]([C:14]([NH3+])([C:24](=O)CCCCCCC)[C:15](=[O:23])CCCCCCC)(=O)CCCCCCC.[OH-:34].[Na+].[C:36](=[S:38])=[S:37].C(Cl)(Cl)Cl.Cl, predict the reaction product. (8) Given the reactants [N:1]1[CH:6]=[C:5]([C:7]([OH:9])=O)[CH:4]=[N:3][C:2]=1[C:10]1[N:15]=[CH:14][CH:13]=[CH:12][N:11]=1.[Cl-].[F:17][C:18]1[CH:19]=[C:20]2[C:24](=[CH:25][CH:26]=1)[N:23]([NH3+:27])[CH:22]=[C:21]2[CH3:28].CCN(C(C)C)C(C)C.[Cl-].COC1N=C(OC)N=C([N+]2(C)CCOCC2)N=1, predict the reaction product. The product is: [F:17][C:18]1[CH:19]=[C:20]2[C:24](=[CH:25][CH:26]=1)[N:23]([NH:27][C:7]([C:5]1[CH:4]=[N:3][C:2]([C:10]3[N:15]=[CH:14][CH:13]=[CH:12][N:11]=3)=[N:1][CH:6]=1)=[O:9])[CH:22]=[C:21]2[CH3:28].